Dataset: Forward reaction prediction with 1.9M reactions from USPTO patents (1976-2016). Task: Predict the product of the given reaction. Given the reactants [NH2:1][CH2:2][CH2:3][CH2:4][NH:5][C:6]1[CH:11]=[C:10]([C:12]2[CH:17]=[CH:16][CH:15]=[C:14]([CH3:18])[C:13]=2[CH3:19])[N:9]=[C:8]([NH2:20])[N:7]=1.CCN(CC)CC.[C:28](Cl)(=[O:35])[C:29]1[CH:34]=[CH:33][CH:32]=[CH:31][CH:30]=1, predict the reaction product. The product is: [NH2:20][C:8]1[N:7]=[C:6]([NH:5][CH2:4][CH2:3][CH2:2][NH:1][C:28](=[O:35])[C:29]2[CH:34]=[CH:33][CH:32]=[CH:31][CH:30]=2)[CH:11]=[C:10]([C:12]2[CH:17]=[CH:16][CH:15]=[C:14]([CH3:18])[C:13]=2[CH3:19])[N:9]=1.